From a dataset of Peptide-MHC class I binding affinity with 185,985 pairs from IEDB/IMGT. Regression. Given a peptide amino acid sequence and an MHC pseudo amino acid sequence, predict their binding affinity value. This is MHC class I binding data. (1) The peptide sequence is LVQYRILPM. The MHC is HLA-A02:02 with pseudo-sequence HLA-A02:02. The binding affinity (normalized) is 0.112. (2) The peptide sequence is RSLFNTVAVLY. The MHC is HLA-A26:02 with pseudo-sequence HLA-A26:02. The binding affinity (normalized) is 0.258.